This data is from Experimentally validated miRNA-target interactions with 360,000+ pairs, plus equal number of negative samples. The task is: Binary Classification. Given a miRNA mature sequence and a target amino acid sequence, predict their likelihood of interaction. (1) The miRNA is dme-miR-956-3p with sequence UUUCGAGACCACUCUAAUCCAUU. The protein sequence of the target gene is MLDMGDRKEVKMIPKSSFSINSLVPEAVQNDNHHASHGHHNSHHPQHHHHHHHHHHPPPPAPQPPPPPPQQQQQQPPPAPQPPQARGAPAADDDKGPQPLLLPPSTALDGAKADALGAKGEPGGGPAELAPVGPDEKEKGAGAGGEEKKGAGEGGKDGEGGKEGDKKNGKYEKPPFSYNALIMMAIRQSPEKRLTLNGIYEFIMKNFPYYRENKQGWQNSIRHNLSLNKCFVKVPRHYDDPGKGNYWMLDPSSDDVFIGGTTGKLRRRSTTSRAKLAFKRGARLTSTGLTFMDRAGSLYW.... Result: 0 (no interaction). (2) The miRNA is hsa-miR-4520-3p with sequence UUGGACAGAAAACACGCAGGAA. The protein sequence of the target gene is MWLKLFFLLLYFLVLFVLARFFEAIVWYETGIFATQLVDPVALSFKKLKTILECRGLGYSGLPEKKDVRELVEKSGDLMEGELYSALKEEEASESVSSTNFSGEMHFYELVEDTKDGIWLVQVIANDRSPLVGKIHWEKMVKKVSRFGIRTGTFNCSSDPRYCRRRGWVRSTLIMSVPQTSTSKGKVMLKEYSGRKIEVEHIFKWITAHAASRIKTIYNVEHLKEEWNKSDQYWVKIYLFANLDQPPAFFSALSIKFTGRVEFIFVNVENWNNKSYMTDIGIYNMPSYILRTPEGIYRYG.... Result: 0 (no interaction). (3) The miRNA is mmu-miR-494-3p with sequence UGAAACAUACACGGGAAACCUC. The protein sequence of the target gene is MVTHSKFPAAGMSRPLDTSLRLKTFSSKSEYQLVVNAVRKLQESGFYWSAVTGGEANLLLSAEPAGTFLIRDSSDQRHFFTLSVKTQSGTKNLRIQCEGGSFSLQSDPRSTQPVPRFDCVLKLVHHYMPPPGTPSFSLPPTEPSSEVPEQPPAQALPGSTPKRAYYIYSGGEKIPLVLSRPLSSNVATLQHLCRKTVNGHLDSYEKVTQLPGPIREFLDQYDAPL. Result: 0 (no interaction). (4) The miRNA is hsa-miR-6512-3p with sequence UUCCAGCCCUUCUAAUGGUAGG. The protein sequence of the target gene is MALHNPQYIFGDFSPDEFNQFFVTPRSSVELPPYSGTLCSIQAEDELPDGQEHQRIEFGVDEVIEPSEGLPPTPSYSISSTLNPQAPEFILGCTTSKKIPEAVEKDETYSSIDQYPASALALESNSNAEAETLENDSGAGGLGQRERKKKKKRPPGYYSYLKDGGEDSASPATLVNGHATSVGTSGEAVEDAEFMDVLPPVMPRTCDSPQNPVDFISGPVPDSPFPRTLGGDARTAGLCEGCHEADFEQPCLPADSLLRTAGTQPYVGTDTTENFAVANGKILESPGEDTAANGAELHTD.... Result: 0 (no interaction).